This data is from NCI-60 drug combinations with 297,098 pairs across 59 cell lines. The task is: Regression. Given two drug SMILES strings and cell line genomic features, predict the synergy score measuring deviation from expected non-interaction effect. (1) Synergy scores: CSS=36.3, Synergy_ZIP=10.4, Synergy_Bliss=10.8, Synergy_Loewe=-9.12, Synergy_HSA=9.98. Drug 2: C1=CC=C(C(=C1)C(C2=CC=C(C=C2)Cl)C(Cl)Cl)Cl. Cell line: SF-295. Drug 1: CC1C(C(CC(O1)OC2CC(CC3=C2C(=C4C(=C3O)C(=O)C5=C(C4=O)C(=CC=C5)OC)O)(C(=O)C)O)N)O.Cl. (2) Drug 1: CC12CCC3C(C1CCC2=O)CC(=C)C4=CC(=O)C=CC34C. Drug 2: CC1=C(C(CCC1)(C)C)C=CC(=CC=CC(=CC(=O)O)C)C. Cell line: RXF 393. Synergy scores: CSS=15.6, Synergy_ZIP=-0.536, Synergy_Bliss=2.24, Synergy_Loewe=3.56, Synergy_HSA=3.69. (3) Cell line: HL-60(TB). Synergy scores: CSS=5.13, Synergy_ZIP=0.581, Synergy_Bliss=5.27, Synergy_Loewe=4.39, Synergy_HSA=2.52. Drug 1: CC1=CC2C(CCC3(C2CCC3(C(=O)C)OC(=O)C)C)C4(C1=CC(=O)CC4)C. Drug 2: C1C(C(OC1N2C=NC3=C2NC=NCC3O)CO)O. (4) Drug 1: CN(C)C1=NC(=NC(=N1)N(C)C)N(C)C. Drug 2: CCN(CC)CCNC(=O)C1=C(NC(=C1C)C=C2C3=C(C=CC(=C3)F)NC2=O)C. Cell line: HCC-2998. Synergy scores: CSS=-0.972, Synergy_ZIP=2.60, Synergy_Bliss=3.14, Synergy_Loewe=-0.300, Synergy_HSA=-1.59. (5) Drug 1: CC(C)NC(=O)C1=CC=C(C=C1)CNNC.Cl. Drug 2: C(CCl)NC(=O)N(CCCl)N=O. Cell line: OVCAR-5. Synergy scores: CSS=2.26, Synergy_ZIP=-1.29, Synergy_Bliss=-0.444, Synergy_Loewe=0.512, Synergy_HSA=-0.120. (6) Drug 1: C1=C(C(=O)NC(=O)N1)F. Synergy scores: CSS=35.8, Synergy_ZIP=-6.36, Synergy_Bliss=-5.07, Synergy_Loewe=-2.56, Synergy_HSA=-0.521. Cell line: NCIH23. Drug 2: CN(CC1=CN=C2C(=N1)C(=NC(=N2)N)N)C3=CC=C(C=C3)C(=O)NC(CCC(=O)O)C(=O)O.